From a dataset of Forward reaction prediction with 1.9M reactions from USPTO patents (1976-2016). Predict the product of the given reaction. Given the reactants Br[C:2]1[CH:3]=[C:4]([C:9]2[CH:10]=[C:11]([C:15]3[C:20]([F:21])=[CH:19][C:18]([F:22])=[CH:17][N:16]=3)[N:12]=[N:13][CH:14]=2)[CH:5]=[CH:6][C:7]=1[F:8].[F:23][C:24]([F:35])([F:34])[C:25]1[CH:30]=[CH:29][CH:28]=[CH:27][C:26]=1B(O)O, predict the reaction product. The product is: [F:21][C:20]1[C:15]([C:11]2[N:12]=[N:13][CH:14]=[C:9]([C:4]3[CH:3]=[C:2]([C:26]4[CH:27]=[CH:28][CH:29]=[CH:30][C:25]=4[C:24]([F:35])([F:34])[F:23])[C:7]([F:8])=[CH:6][CH:5]=3)[CH:10]=2)=[N:16][CH:17]=[C:18]([F:22])[CH:19]=1.